From a dataset of Peptide-MHC class I binding affinity with 185,985 pairs from IEDB/IMGT. Regression. Given a peptide amino acid sequence and an MHC pseudo amino acid sequence, predict their binding affinity value. This is MHC class I binding data. (1) The peptide sequence is PLRNDGNRF. The MHC is HLA-B15:01 with pseudo-sequence HLA-B15:01. The binding affinity (normalized) is 0.142. (2) The peptide sequence is FMWTNCRGEFL. The MHC is Mamu-B01 with pseudo-sequence Mamu-B01. The binding affinity (normalized) is 0.378. (3) The peptide sequence is KVMDFGIAR. The MHC is HLA-B46:01 with pseudo-sequence HLA-B46:01. The binding affinity (normalized) is 0.0847. (4) The peptide sequence is VLEWRFDSRL. The MHC is HLA-B45:01 with pseudo-sequence HLA-B45:01. The binding affinity (normalized) is 0.0157. (5) The peptide sequence is NYMPYVFTL. The MHC is Patr-A0901 with pseudo-sequence Patr-A0901. The binding affinity (normalized) is 0.573. (6) The peptide sequence is YPLHEQHGM. The MHC is HLA-A11:01 with pseudo-sequence HLA-A11:01. The binding affinity (normalized) is 0.0847. (7) The peptide sequence is FLQRTDLSY. The MHC is HLA-A66:01 with pseudo-sequence HLA-A66:01. The binding affinity (normalized) is 0.213. (8) The peptide sequence is NFKFRDLL. The MHC is H-2-Kb with pseudo-sequence H-2-Kb. The binding affinity (normalized) is 0.659. (9) The peptide sequence is GVDGGWQAL. The MHC is HLA-B07:02 with pseudo-sequence HLA-B07:02. The binding affinity (normalized) is 0.213.